Dataset: Full USPTO retrosynthesis dataset with 1.9M reactions from patents (1976-2016). Task: Predict the reactants needed to synthesize the given product. (1) Given the product [Br:15][C:16]1[CH:22]=[CH:21][CH:20]=[CH:19][C:17]=1[NH:18][N:9]=[C:10]1[C:11]([NH2:12])=[N:30][N:29]=[C:13]1[NH2:14], predict the reactants needed to synthesize it. The reactants are: BrC1C=CC=CC=1N[N:9]=[C:10]([C:13]#[N:14])[C:11]#[N:12].[Br:15][C:16]1[CH:22]=[CH:21][CH:20]=[CH:19][C:17]=1[NH2:18].C(#N)CC#N.O.[NH2:29][NH2:30]. (2) Given the product [Cl:1][C:2]1[N:10]=[C:9]2[C:5]([N:6]=[CH:7][N:8]2[CH:25]2[CH2:29][CH2:28][CH2:27][CH2:26]2)=[C:4]([NH:11][CH2:12][C:13]2[CH:18]=[CH:17][C:16]([O:19][CH3:20])=[C:15]([O:21][CH3:22])[CH:14]=2)[N:3]=1, predict the reactants needed to synthesize it. The reactants are: [Cl:1][C:2]1[N:10]=[C:9]2[C:5]([N:6]=[CH:7][NH:8]2)=[C:4]([NH:11][CH2:12][C:13]2[CH:18]=[CH:17][C:16]([O:19][CH3:20])=[C:15]([O:21][CH3:22])[CH:14]=2)[N:3]=1.[H-].[Na+].[CH:25]1(Br)[CH2:29][CH2:28][CH2:27][CH2:26]1.O.